Dataset: Full USPTO retrosynthesis dataset with 1.9M reactions from patents (1976-2016). Task: Predict the reactants needed to synthesize the given product. Given the product [Cl:22][C:16]1[CH:17]=[C:18]([Cl:21])[CH:19]=[CH:20][C:15]=1[C:13]1[N:14]=[C:10](/[CH:9]=[CH:8]/[C:5]2[CH:6]=[CH:7][C:2]([C:28]3[CH:29]=[CH:30][CH:31]=[C:26]([O:25][C:24]([F:23])([F:35])[F:36])[CH:27]=3)=[CH:3][CH:4]=2)[NH:11][CH:12]=1, predict the reactants needed to synthesize it. The reactants are: Br[C:2]1[CH:7]=[CH:6][C:5](/[CH:8]=[CH:9]/[C:10]2[NH:11][CH:12]=[C:13]([C:15]3[CH:20]=[CH:19][C:18]([Cl:21])=[CH:17][C:16]=3[Cl:22])[N:14]=2)=[CH:4][CH:3]=1.[F:23][C:24]([F:36])([F:35])[O:25][C:26]1[CH:27]=[C:28](B(O)O)[CH:29]=[CH:30][CH:31]=1.